From a dataset of Full USPTO retrosynthesis dataset with 1.9M reactions from patents (1976-2016). Predict the reactants needed to synthesize the given product. Given the product [F:25][C:26]1[CH:34]=[CH:33][CH:32]=[C:31]([C:35]([F:36])([F:37])[F:38])[C:27]=1[C:28]([NH:1][C:2]1[CH:3]=[CH:4][C:5]([C:8]2[S:12][C:11]([CH:13]3[CH2:14][CH2:15][CH:16]([CH2:19][C:20]([O:22][CH2:23][CH3:24])=[O:21])[CH2:17][CH2:18]3)=[N:10][CH:9]=2)=[CH:6][CH:7]=1)=[O:29], predict the reactants needed to synthesize it. The reactants are: [NH2:1][C:2]1[CH:7]=[CH:6][C:5]([C:8]2[S:12][C:11]([CH:13]3[CH2:18][CH2:17][CH:16]([CH2:19][C:20]([O:22][CH2:23][CH3:24])=[O:21])[CH2:15][CH2:14]3)=[N:10][CH:9]=2)=[CH:4][CH:3]=1.[F:25][C:26]1[CH:34]=[CH:33][CH:32]=[C:31]([C:35]([F:38])([F:37])[F:36])[C:27]=1[C:28](Cl)=[O:29].